Dataset: Peptide-MHC class I binding affinity with 185,985 pairs from IEDB/IMGT. Task: Regression. Given a peptide amino acid sequence and an MHC pseudo amino acid sequence, predict their binding affinity value. This is MHC class I binding data. The peptide sequence is QPFLQPQLPY. The MHC is HLA-B54:01 with pseudo-sequence HLA-B54:01. The binding affinity (normalized) is 0.00658.